Dataset: Forward reaction prediction with 1.9M reactions from USPTO patents (1976-2016). Task: Predict the product of the given reaction. (1) Given the reactants P(Cl)(Cl)([Cl:3])=O.[CH2:6]([O:8][C:9](=[O:18])[CH2:10][N:11]1[C:15](=O)[CH2:14][C:13]([CH3:17])=[N:12]1)[CH3:7].[OH-].[Na+].[C:21](=[O:24])([O-])O.[Na+], predict the reaction product. The product is: [CH2:6]([O:8][C:9](=[O:18])[CH2:10][N:11]1[C:15]([Cl:3])=[C:14]([CH:21]=[O:24])[C:13]([CH3:17])=[N:12]1)[CH3:7]. (2) Given the reactants [Cl:1][C:2]1[CH:3]=[C:4]2[C:8](=[CH:9][CH:10]=1)[C:7](=[O:11])[CH:6](SC)[CH2:5]2.[S:14]([O:18]OS([O-])(=O)=O)(O)(=O)=[O:15].[K+].[CH2:25](O)C, predict the reaction product. The product is: [Cl:1][C:2]1[CH:3]=[C:4]2[C:8](=[CH:9][CH:10]=1)[C:7](=[O:11])[CH:6]([S:14]([CH3:25])(=[O:18])=[O:15])[CH2:5]2. (3) Given the reactants C([O:5][C:6]1[CH:11]=[C:10]([F:12])[C:9]([C:13]2[C:14]([CH3:28])=[N:15][C:16]3[N:17]([N:25]=[CH:26][N:27]=3)[C:18]=2[CH:19]2[CH2:24][CH2:23][CH2:22][CH2:21][CH2:20]2)=[C:8]([F:29])[CH:7]=1)(C)(C)C, predict the reaction product. The product is: [CH:19]1([C:18]2[N:17]3[N:25]=[CH:26][N:27]=[C:16]3[N:15]=[C:14]([CH3:28])[C:13]=2[C:9]2[C:8]([F:29])=[CH:7][C:6]([OH:5])=[CH:11][C:10]=2[F:12])[CH2:20][CH2:21][CH2:22][CH2:23][CH2:24]1.